Dataset: Full USPTO retrosynthesis dataset with 1.9M reactions from patents (1976-2016). Task: Predict the reactants needed to synthesize the given product. (1) Given the product [BrH:12].[CH2:11]([N:3]1[C:2]([CH3:1])=[C:6]([CH3:7])[S:5][C:4]1=[NH:8])[CH:10]=[CH2:9], predict the reactants needed to synthesize it. The reactants are: [CH3:1][C:2]1[N:3]=[C:4]([NH2:8])[S:5][C:6]=1[CH3:7].[CH2:9]([Br:12])[CH:10]=[CH2:11]. (2) Given the product [CH3:1][O:2][C:3](=[O:19])[C:4]1[C:9]([NH:10][C:11]2[CH:16]=[CH:15][CH:14]=[CH:13][C:12]=2[F:17])=[CH:8][N:7]=[CH:6][C:5]=1[C:22]1[CH:23]=[CH:24][CH:25]=[CH:26][C:21]=1[Cl:20], predict the reactants needed to synthesize it. The reactants are: [CH3:1][O:2][C:3](=[O:19])[C:4]1[C:9]([NH:10][C:11]2[CH:16]=[CH:15][CH:14]=[CH:13][C:12]=2[F:17])=[CH:8][N:7]=[CH:6][C:5]=1Br.[Cl:20][C:21]1[CH:26]=[CH:25][CH:24]=[CH:23][C:22]=1B(O)O.C([O-])([O-])=O.[K+].[K+]. (3) Given the product [CH3:15][C:14]1[CH:13]=[CH:12][N:11]=[C:10]([C:16]#[N:17])[C:9]=1[N:2]1[N:3]=[CH:4][CH:5]=[N:1]1, predict the reactants needed to synthesize it. The reactants are: [N:1]1[NH:2][N:3]=[CH:4][CH:5]=1.N#N.Br[C:9]1[C:10]([C:16]#[N:17])=[N:11][CH:12]=[CH:13][C:14]=1[CH3:15].CN[C@@H]1CCCC[C@H]1NC.C([O-])([O-])=O.[Cs+].[Cs+]. (4) Given the product [CH2:13]([N:10]1[C:6]2=[N:7][C:8]([CH3:9])=[C:3]([CH2:2][N:25]3[CH2:26][CH2:27][N:23]([CH3:22])[C:24]3=[O:28])[C:4]([NH:15][CH:16]3[CH2:21][CH2:20][O:19][CH2:18][CH2:17]3)=[C:5]2[CH:12]=[N:11]1)[CH3:14], predict the reactants needed to synthesize it. The reactants are: Cl[CH2:2][C:3]1[C:8]([CH3:9])=[N:7][C:6]2[N:10]([CH2:13][CH3:14])[N:11]=[CH:12][C:5]=2[C:4]=1[NH:15][CH:16]1[CH2:21][CH2:20][O:19][CH2:18][CH2:17]1.[CH3:22][N:23]1[CH2:27][CH2:26][NH:25][C:24]1=[O:28]. (5) Given the product [OH:20][NH:19][C:14](=[O:15])[CH2:13][CH2:12][CH2:11][CH2:10][CH2:9][CH2:8][C:6](=[O:7])[C:5]1[CH:17]=[CH:18][C:2]([Br:1])=[CH:3][CH:4]=1, predict the reactants needed to synthesize it. The reactants are: [Br:1][C:2]1[CH:18]=[CH:17][C:5]([C:6]([CH2:8][CH2:9][CH2:10][CH2:11][CH2:12][CH2:13][C:14](O)=[O:15])=[O:7])=[CH:4][CH:3]=1.[NH2:19][OH:20].Cl.